Dataset: Catalyst prediction with 721,799 reactions and 888 catalyst types from USPTO. Task: Predict which catalyst facilitates the given reaction. (1) Reactant: [C:1]([C:5]1[CH:10]=[CH:9][C:8]([C:11]#[C:12][C:13]2[CH:18]=[CH:17][N:16]=[CH:15][C:14]=2[N+:19]([O-])=O)=[CH:7][CH:6]=1)([CH3:4])([CH3:3])[CH3:2].C(OCC)(=O)C.C(O)(=O)C. Product: [C:1]([C:5]1[CH:6]=[CH:7][C:8]([C:11]#[C:12][C:13]2[CH:18]=[CH:17][N:16]=[CH:15][C:14]=2[NH2:19])=[CH:9][CH:10]=1)([CH3:4])([CH3:2])[CH3:3]. The catalyst class is: 150. (2) Reactant: Br[C:2]1[CH:7]=[CH:6][C:5]([O:8][CH3:9])=[C:4]([O:10][CH2:11][CH3:12])[CH:3]=1.C([Li])CCC.[CH3:18][N:19]([CH3:28])[C:20]1[CH:27]=[CH:26][C:23]([CH:24]=[O:25])=[CH:22][CH:21]=1.C(O)(C)C. Product: [CH3:18][N:19]([CH3:28])[C:20]1[CH:27]=[CH:26][C:23]([CH:24]([C:2]2[CH:7]=[CH:6][C:5]([O:8][CH3:9])=[C:4]([O:10][CH2:11][CH3:12])[CH:3]=2)[OH:25])=[CH:22][CH:21]=1. The catalyst class is: 20. (3) Reactant: Cl.[CH3:2][O:3][CH2:4][CH2:5][O:6][NH2:7].C([O-])([O-])=O.[K+].[K+].[O-]S([O-])(=O)=O.[Na+].[Na+].[CH:21](=O)[C:22]1[CH:27]=[CH:26][CH:25]=[CH:24][CH:23]=1. Product: [CH3:2][O:3][CH2:4][CH2:5][O:6][N:7]=[CH:21][C:22]1[CH:27]=[CH:26][CH:25]=[CH:24][CH:23]=1. The catalyst class is: 8. (4) Reactant: [F:1][C:2]1[C:7]2[N:8]=[N:9][S:10][C:6]=2[CH:5]=[C:4]2[NH:11][C:12](=[O:22])[N:13]([C:14]3[CH:19]=[CH:18][C:17]([I:20])=[CH:16][C:15]=3[F:21])[C:3]=12.C(N(CC)CC)C.[CH2:30]([C:33]1([S:36](Cl)(=[O:38])=[O:37])[CH2:35][CH2:34]1)[CH:31]=[CH2:32]. Product: [CH2:30]([C:33]1([S:36]([N:11]2[C:4]3=[CH:5][C:6]4[S:10][N:9]=[N:8][C:7]=4[C:2]([F:1])=[C:3]3[N:13]([C:14]3[CH:19]=[CH:18][C:17]([I:20])=[CH:16][C:15]=3[F:21])[C:12]2=[O:22])(=[O:38])=[O:37])[CH2:35][CH2:34]1)[CH:31]=[CH2:32]. The catalyst class is: 64. (5) Reactant: [NH2:1][N:2]1[C:6]([C:7]2[CH:12]=[CH:11][C:10]([Cl:13])=[CH:9][C:8]=2[CH3:14])=[N:5][N:4]=[C:3]1[SH:15].Br[CH2:17][C:18]([C:20]1[CH:25]=[CH:24][C:23]([CH3:26])=[CH:22][CH:21]=1)=O. Product: [Cl:13][C:10]1[CH:11]=[CH:12][C:7]([C:6]2[N:2]3[C:3]([S:15][CH2:17][C:18]([C:20]4[CH:25]=[CH:24][C:23]([CH3:26])=[CH:22][CH:21]=4)=[N:1]3)=[N:4][N:5]=2)=[C:8]([CH3:14])[CH:9]=1. The catalyst class is: 32.